From a dataset of Forward reaction prediction with 1.9M reactions from USPTO patents (1976-2016). Predict the product of the given reaction. (1) Given the reactants C(OC([N:8]1[CH:13]([C:14]2[NH:15][C:16]([C:19]3[CH:32]=[CH:31][C:30]4[C:29]5[C:24](=[CH:25][C:26]([C:33]6[NH:34][C:35]([CH:38]7[CH2:42][CH2:41][CH2:40][N:39]7[C:43](=[O:53])[CH:44]([NH:48][C:49]([O:51][CH3:52])=[O:50])[CH:45]([CH3:47])[CH3:46])=[N:36][CH:37]=6)=[CH:27][CH:28]=5)[CH2:23][CH2:22][C:21]=4[CH:20]=3)=[CH:17][N:18]=2)[CH:12]2[CH2:54][CH:9]1[CH2:10][CH2:11]2)=O)(C)(C)C.[F:55][C:56]([F:61])([F:60])[C:57]([OH:59])=[O:58].[CH3:62][O:63][C:64]([NH:66][CH:67]([CH3:71])[C:68](O)=[O:69])=[O:65].CN(C(ON1N=NC2C=CC=NC1=2)=[N+](C)C)C.F[P-](F)(F)(F)(F)F, predict the reaction product. The product is: [CH3:52][O:51][C:49](=[O:50])[NH:48][CH:44]([C:43]([N:39]1[CH2:40][CH2:41][CH2:42][CH:38]1[C:35]1[NH:34][C:33]([C:26]2[CH:27]=[CH:28][C:29]3[C:30]4[C:21](=[CH:20][C:19]([C:16]5[NH:15][C:14]([CH:13]6[CH:12]7[CH2:54][CH:9]([CH2:10][CH2:11]7)[N:8]6[C:68](=[O:69])[CH:67]([NH:66][C:64]([O:63][CH3:62])=[O:65])[CH3:71])=[N:18][CH:17]=5)=[CH:32][CH:31]=4)[CH2:22][CH2:23][C:24]=3[CH:25]=2)=[CH:37][N:36]=1)=[O:53])[CH:45]([CH3:47])[CH3:46].[C:57]([OH:59])([C:56]([F:61])([F:60])[F:55])=[O:58]. (2) Given the reactants [F:1][C:2]1[C:3]([NH:14][CH3:15])=[N:4][C:5]([C:8]2[CH:13]=[CH:12][CH:11]=[CH:10][CH:9]=2)=[N:6][CH:7]=1.[H-].[Na+].[F:18][C:19]1[N:24]=[C:23](F)[CH:22]=[CH:21][N:20]=1, predict the reaction product. The product is: [F:1][C:2]1[C:3]([N:14]([C:21]2[CH:22]=[CH:23][N:24]=[C:19]([F:18])[N:20]=2)[CH3:15])=[N:4][C:5]([C:8]2[CH:13]=[CH:12][CH:11]=[CH:10][CH:9]=2)=[N:6][CH:7]=1. (3) Given the reactants [Br:1][C:2]1[CH:7]=[CH:6][CH:5]=[CH:4][C:3]=1[C@@H:8]([NH2:10])[CH3:9].ClCCl.[F:14][C:15]([F:26])([F:25])[C:16](O[C:16](=[O:17])[C:15]([F:26])([F:25])[F:14])=[O:17].C(O)(=O)CC(CC(O)=O)(C(O)=O)O, predict the reaction product. The product is: [Br:1][C:2]1[CH:7]=[CH:6][CH:5]=[CH:4][C:3]=1[C@@H:8]([NH:10][C:16](=[O:17])[C:15]([F:26])([F:25])[F:14])[CH3:9].